This data is from Catalyst prediction with 721,799 reactions and 888 catalyst types from USPTO. The task is: Predict which catalyst facilitates the given reaction. Reactant: Br[C:2]1[CH:7]=[C:6]([O:8][C:9]([F:12])([F:11])[F:10])[CH:5]=[C:4]([C:13]2[CH:18]=[CH:17][C:16]([O:19][CH3:20])=[CH:15][CH:14]=2)[C:3]=1[NH2:21].[C:22]([Cu])#[N:23].CCOC(C)=O. Product: [NH2:21][C:3]1[C:2]([C:22]#[N:23])=[CH:7][C:6]([O:8][C:9]([F:12])([F:11])[F:10])=[CH:5][C:4]=1[C:13]1[CH:18]=[CH:17][C:16]([O:19][CH3:20])=[CH:15][CH:14]=1. The catalyst class is: 37.